Dataset: Forward reaction prediction with 1.9M reactions from USPTO patents (1976-2016). Task: Predict the product of the given reaction. (1) Given the reactants [C:1](OC(OC(C)(C)C)=O)(OC(C)(C)C)=[O:2].[CH:16]([C:19]1[CH:20]=[C:21]([CH:23]=[CH:24][CH:25]=1)[NH2:22])([CH3:18])[CH3:17].[CH3:26][O:27][C:28]1[CH:29]=[C:30]2[C:35](=[CH:36][C:37]=1[O:38][CH3:39])[N:34]=[CH:33][N:32]=[C:31]2[N:40]1[CH2:45][CH2:44][NH:43][CH2:42][CH2:41]1, predict the reaction product. The product is: [CH3:26][O:27][C:28]1[CH:29]=[C:30]2[C:35](=[CH:36][C:37]=1[O:38][CH3:39])[N:34]=[CH:33][N:32]=[C:31]2[N:40]1[CH2:41][CH2:42][N:43]([C:1]([NH:22][C:21]2[CH:23]=[CH:24][CH:25]=[C:19]([CH:16]([CH3:18])[CH3:17])[CH:20]=2)=[O:2])[CH2:44][CH2:45]1. (2) The product is: [CH2:32]([O:31][C:9]1[C:8]([NH:89][CH3:88])=[C:17]2[C:12]([C:13]([CH2:18][C:19]3[CH:20]=[C:21]([O:29][CH3:30])[C:22]([O:27][CH3:28])=[C:23]([O:25][CH3:26])[CH:24]=3)=[CH:14][N:15]=[CH:16]2)=[CH:11][CH:10]=1)[CH3:33]. Given the reactants Cl.FC(F)(F)S(O[C:8]1[C:9]([O:31][CH2:32][CH3:33])=[CH:10][CH:11]=[C:12]2[C:17]=1[CH:16]=[N:15][CH:14]=[C:13]2[CH2:18][C:19]1[CH:24]=[C:23]([O:25][CH3:26])[C:22]([O:27][CH3:28])=[C:21]([O:29][CH3:30])[CH:20]=1)(=O)=O.C1C=CC(P(C2C(C3C(P(C4C=CC=CC=4)C4C=CC=CC=4)=CC=C4C=3C=CC=C4)=C3C(C=CC=C3)=CC=2)C2C=CC=CC=2)=CC=1.C([O-])([O-])=O.[Cs+].[Cs+].[CH3:88][NH2:89], predict the reaction product.